Dataset: Catalyst prediction with 721,799 reactions and 888 catalyst types from USPTO. Task: Predict which catalyst facilitates the given reaction. (1) Reactant: [CH2:1]([O:8][C@@H:9]1[C@@H:14]([O:15][CH2:16][C:17]2[CH:22]=[CH:21][CH:20]=[CH:19][CH:18]=2)[C@H:13]([O:23][CH2:24][C:25]2[CH:30]=[CH:29][CH:28]=[CH:27][CH:26]=2)[C@@H:12]([CH2:31][O:32][CH2:33][C:34]2[CH:39]=[CH:38][CH:37]=[CH:36][CH:35]=2)[O:11][C@H:10]1[C:40]1[CH:45]=[C:44]([CH2:46][C:47]2[CH:52]=[CH:51][C:50]([CH2:53][CH2:54]O)=[CH:49][CH:48]=2)[C:43]([Cl:56])=[CH:42][C:41]=1[O:57][CH2:58][C:59]1[CH:64]=[CH:63][CH:62]=[CH:61][CH:60]=1)[C:2]1[CH:7]=[CH:6][CH:5]=[CH:4][CH:3]=1.C1(P(C2C=CC=CC=2)C2C=CC=CC=2)C=CC=CC=1.C1(=O)[NH:88]C(=O)C2=CC=CC=C12.N(C(OC(C)C)=O)=NC(OC(C)C)=O.C1(C)C=CC=CC=1.O.NN.[OH-].[Na+]. Product: [NH2:88][CH2:54][CH2:53][C:50]1[CH:51]=[CH:52][C:47]([CH2:46][C:44]2[C:43]([Cl:56])=[CH:42][C:41]([O:57][CH2:58][C:59]3[CH:64]=[CH:63][CH:62]=[CH:61][CH:60]=3)=[C:40]([C@@H:10]3[O:11][C@H:12]([CH2:31][O:32][CH2:33][C:34]4[CH:39]=[CH:38][CH:37]=[CH:36][CH:35]=4)[C@@H:13]([O:23][CH2:24][C:25]4[CH:26]=[CH:27][CH:28]=[CH:29][CH:30]=4)[C@H:14]([O:15][CH2:16][C:17]4[CH:18]=[CH:19][CH:20]=[CH:21][CH:22]=4)[C@H:9]3[O:8][CH2:1][C:2]3[CH:3]=[CH:4][CH:5]=[CH:6][CH:7]=3)[CH:45]=2)=[CH:48][CH:49]=1. The catalyst class is: 111. (2) Reactant: [F:1][C:2]([F:29])([CH2:21][O:22][C:23]1[CH:28]=[CH:27][CH:26]=[CH:25][CH:24]=1)/[CH:3]=[CH:4]/[C@H:5]1[C@H:9]([OH:10])[CH2:8][C@H:7]([OH:11])[C@@H:6]1[CH2:12]/[CH:13]=[CH:14]\[CH2:15][CH2:16][CH2:17][C:18]([OH:20])=[O:19].C([O-])([O-])=O.[K+].[K+].I[CH:37]([CH3:39])[CH3:38].O. Product: [F:1][C:2]([F:29])([CH2:21][O:22][C:23]1[CH:24]=[CH:25][CH:26]=[CH:27][CH:28]=1)/[CH:3]=[CH:4]/[C@H:5]1[C@H:9]([OH:10])[CH2:8][C@H:7]([OH:11])[C@@H:6]1[CH2:12]/[CH:13]=[CH:14]\[CH2:15][CH2:16][CH2:17][C:18]([O:20][CH:37]([CH3:39])[CH3:38])=[O:19]. The catalyst class is: 39. (3) Reactant: [Br:1][C:2]1[CH:3]=[CH:4][C:5]2[O:11][CH2:10][CH:9]3[CH2:12][N:13]([C:16]([O:18][C:19]([CH3:22])([CH3:21])[CH3:20])=[O:17])[CH2:14][CH2:15][N:8]3[C:7](=O)[C:6]=2[CH:24]=1.B.O1CCCC1.CO.[OH-].[Na+]. Product: [Br:1][C:2]1[CH:3]=[CH:4][C:5]2[O:11][CH2:10][CH:9]3[CH2:12][N:13]([C:16]([O:18][C:19]([CH3:21])([CH3:20])[CH3:22])=[O:17])[CH2:14][CH2:15][N:8]3[CH2:7][C:6]=2[CH:24]=1. The catalyst class is: 7.